From a dataset of Forward reaction prediction with 1.9M reactions from USPTO patents (1976-2016). Predict the product of the given reaction. (1) Given the reactants [F:1][C:2]1[CH:3]=[C:4]([CH2:8][CH2:9][C:10]2[O:14][C:13]([C:15]3[CH:20]=[CH:19][N:18]=[C:17]([NH2:21])[CH:16]=3)=[N:12][N:11]=2)[CH:5]=[CH:6][CH:7]=1.C(N(CC)CC)C.Cl[C:30]([O:32][CH2:33][C:34]1[CH:39]=[CH:38][CH:37]=[CH:36][CH:35]=1)=[O:31], predict the reaction product. The product is: [F:1][C:2]1[CH:3]=[C:4]([CH2:8][CH2:9][C:10]2[O:14][C:13]([C:15]3[CH:20]=[CH:19][N:18]=[C:17]([NH:21][C:30](=[O:31])[O:32][CH2:33][C:34]4[CH:39]=[CH:38][CH:37]=[CH:36][CH:35]=4)[CH:16]=3)=[N:12][N:11]=2)[CH:5]=[CH:6][CH:7]=1. (2) Given the reactants C([O:4][C@@H:5]1[C@@H:18]([O:19]C(=O)C)[C@H:17]([O:23]C(=O)C)[CH2:16][S:15][C@H:6]1[O:7][C:8]1[CH:13]=[CH:12][C:11](I)=[CH:10][CH:9]=1)(=O)C.[CH3:27][C:28]1[C:32](B(O)O)=[C:31]([CH3:36])[O:30][N:29]=1, predict the reaction product. The product is: [O:7]([C:8]1[CH:9]=[CH:10][C:11]([C:32]2[C:28]([CH3:27])=[N:29][O:30][C:31]=2[CH3:36])=[CH:12][CH:13]=1)[C@@H:6]1[S:15][CH2:16][C@@H:17]([OH:23])[C@H:18]([OH:19])[C@H:5]1[OH:4]. (3) Given the reactants [Cl:1][C:2]1[CH:30]=[CH:29][CH:28]=[C:27]([Cl:31])[C:3]=1[CH2:4][C:5]1[CH:6]=[C:7]2[C:12](=[C:13]([NH:15][C:16]3[CH:21]=[CH:20][C:19]([CH2:22][OH:23])=[CH:18][C:17]=3[O:24][CH3:25])[N:14]=1)[C:11](=[O:26])[NH:10][CH:9]=[CH:8]2.CC(C)=[O:34].OS(O)(=O)=O.O=[Cr](=O)=O, predict the reaction product. The product is: [Cl:1][C:2]1[CH:30]=[CH:29][CH:28]=[C:27]([Cl:31])[C:3]=1[CH2:4][C:5]1[N:14]=[C:13]([NH:15][C:16]2[CH:21]=[CH:20][C:19]([C:22]([OH:34])=[O:23])=[CH:18][C:17]=2[O:24][CH3:25])[C:12]2[C:11](=[O:26])[NH:10][CH:9]=[CH:8][C:7]=2[CH:6]=1. (4) Given the reactants [Br:1][C:2]1[N:6]2[N:7]=[C:8](F)[CH:9]=[CH:10][C:5]2=[N:4][CH:3]=1.Cl.[F:13][C:14]([F:20])([F:19])[CH2:15][CH2:16][CH2:17][NH2:18].CCN(C(C)C)C(C)C, predict the reaction product. The product is: [Br:1][C:2]1[N:6]2[N:7]=[C:8]([NH:18][CH2:17][CH2:16][CH2:15][C:14]([F:20])([F:19])[F:13])[CH:9]=[CH:10][C:5]2=[N:4][CH:3]=1. (5) Given the reactants [CH3:1][O:2]CCl.[CH2:5](N(C(C)C)C(C)C)C.[Cl:14][C:15]1[CH:36]=[C:35]([O:37][CH2:38][CH:39]=[C:40]([Cl:42])[Cl:41])[CH:34]=[C:33]([Cl:43])[C:16]=1[O:17][CH2:18][CH2:19][CH2:20][O:21][C:22]1[CH:27]=[CH:26][C:25]([C:28]#[C:29][CH:30]([OH:32])[CH3:31])=[CH:24][CH:23]=1, predict the reaction product. The product is: [Cl:14][C:15]1[CH:36]=[C:35]([O:37][CH2:38][CH:39]=[C:40]([Cl:42])[Cl:41])[CH:34]=[C:33]([Cl:43])[C:16]=1[O:17][CH2:18][CH2:19][CH2:20][O:21][C:22]1[CH:27]=[CH:26][C:25]([C:28]#[C:29][CH:30]([O:32][CH3:5])[CH2:31][O:2][CH3:1])=[CH:24][CH:23]=1. (6) Given the reactants [F:1][CH:2]([F:18])[CH2:3][O:4][C:5]1[C:14]([C:15]([CH3:17])=[CH2:16])=[CH:13][C:8]([C:9]([O:11][CH3:12])=[O:10])=[CH:7][N:6]=1, predict the reaction product. The product is: [F:18][CH:2]([F:1])[CH2:3][O:4][C:5]1[C:14]([CH:15]([CH3:16])[CH3:17])=[CH:13][C:8]([C:9]([O:11][CH3:12])=[O:10])=[CH:7][N:6]=1. (7) Given the reactants [F:1][C:2]1[CH:3]=[CH:4][CH:5]=[C:6]2[C:10]=1[CH:9]([CH2:11][CH2:12][C:13]([NH:15][C:16]1[CH:24]=[CH:23][C:19]([C:20](O)=O)=[CH:18][N:17]=1)=[O:14])[N:8]([CH2:25][C:26]1[CH:31]=[CH:30][C:29]([F:32])=[CH:28][CH:27]=1)[C:7]2=[O:33].[C:34]1([C:35]2[CH:34]=[CH:39][C:38](N)=N[CH:36]=2)[CH:39]=[CH:38]C=[CH:36][CH:35]=1, predict the reaction product. The product is: [F:1][C:2]1[CH:3]=[CH:4][CH:5]=[C:6]2[C:10]=1[CH:9]([CH2:11][CH2:12][C:13]([NH:15][C:16]1[CH:24]=[CH:23][C:19]([C:20]3[CH:38]=[CH:39][CH:34]=[CH:35][CH:36]=3)=[CH:18][N:17]=1)=[O:14])[N:8]([CH2:25][C:26]1[CH:27]=[CH:28][C:29]([F:32])=[CH:30][CH:31]=1)[C:7]2=[O:33]. (8) Given the reactants ClC(Cl)(Cl)[C:3]1[O:7][N:6]=[C:5]([C:8]2[CH:13]=[CH:12][N:11]=[C:10]([N:14]3[CH2:19][CH2:18][N:17]([C:20]([O:22][CH2:23][C:24]([CH3:27])([CH3:26])[CH3:25])=[O:21])[CH2:16][CH2:15]3)[CH:9]=2)[N:4]=1.[H-].[Na+].[Cl-].[NH4+].[CH3:34][OH:35], predict the reaction product. The product is: [CH3:34][O:35][C:3]1[O:7][N:6]=[C:5]([C:8]2[CH:13]=[CH:12][N:11]=[C:10]([N:14]3[CH2:15][CH2:16][N:17]([C:20]([O:22][CH2:23][C:24]([CH3:27])([CH3:26])[CH3:25])=[O:21])[CH2:18][CH2:19]3)[CH:9]=2)[N:4]=1. (9) Given the reactants [CH:1]1([Mg]Br)[CH2:3][CH2:2]1.Br[C:7]1[CH:12]=[CH:11][CH:10]=[C:9]([CH:13]2[O:17][CH2:16][CH2:15][O:14]2)[N:8]=1.CCOC(C)=O.[Cl-].[NH4+], predict the reaction product. The product is: [CH:1]1([C:7]2[CH:12]=[CH:11][CH:10]=[C:9]([CH:13]3[O:14][CH2:15][CH2:16][O:17]3)[N:8]=2)[CH2:3][CH2:2]1.